From a dataset of CYP2C19 inhibition data for predicting drug metabolism from PubChem BioAssay. Regression/Classification. Given a drug SMILES string, predict its absorption, distribution, metabolism, or excretion properties. Task type varies by dataset: regression for continuous measurements (e.g., permeability, clearance, half-life) or binary classification for categorical outcomes (e.g., BBB penetration, CYP inhibition). Dataset: cyp2c19_veith. The molecule is CN1CC[C@@]2(CCCN(S(=O)(=O)c3ccccc3)C2)C1. The result is 0 (non-inhibitor).